This data is from Forward reaction prediction with 1.9M reactions from USPTO patents (1976-2016). The task is: Predict the product of the given reaction. The product is: [N:22]1([C:20]([N:14]2[CH2:15][CH2:16][N:17]([C:3]3[NH:12][C:11](=[O:13])[C:10]4[CH2:9][CH2:8][CH2:7][CH2:6][C:5]=4[N:4]=3)[CH2:18][CH2:19]2)=[O:21])[CH2:23][CH2:24][O:25][CH2:26][CH2:27]1. Given the reactants CS[C:3]1[NH:12][C:11](=[O:13])[C:10]2[CH2:9][CH2:8][CH2:7][CH2:6][C:5]=2[N:4]=1.[N:14]1([C:20]([N:22]2[CH2:27][CH2:26][O:25][CH2:24][CH2:23]2)=[O:21])[CH2:19][CH2:18][NH:17][CH2:16][CH2:15]1, predict the reaction product.